Task: Predict which catalyst facilitates the given reaction.. Dataset: Catalyst prediction with 721,799 reactions and 888 catalyst types from USPTO (1) Reactant: [Cl:1][CH2:2][C:3]([C:5]1[CH:6]=[C:7]2[C:11](=[CH:12][CH:13]=1)[NH:10][C:9](=[O:14])[CH2:8]2)=O.ClCC(Cl)=O.C([SiH](CC)CC)C.O. Product: [Cl:1][CH2:2][CH2:3][C:5]1[CH:6]=[C:7]2[C:11](=[CH:12][CH:13]=1)[NH:10][C:9](=[O:14])[CH2:8]2. The catalyst class is: 55. (2) Reactant: [CH3:1][O:2][C:3](=[O:15])[C:4]1[CH:9]=[CH:8][C:7]([O:10][CH2:11][CH2:12]O)=[C:6]([Cl:14])[CH:5]=1.C(Br)(Br)(Br)[Br:17].C1(P(C2C=CC=CC=2)C2C=CC=CC=2)C=CC=CC=1. Product: [CH3:1][O:2][C:3](=[O:15])[C:4]1[CH:9]=[CH:8][C:7]([O:10][CH2:11][CH2:12][Br:17])=[C:6]([Cl:14])[CH:5]=1. The catalyst class is: 2. (3) Reactant: Cl[C:2]1[N:3]([C:13]2[CH:18]=[CH:17][C:16]([Cl:19])=[CH:15][CH:14]=2)[N:4]=[C:5]2[C:10]=1[CH:9]=[C:8]([F:11])[C:7]([F:12])=[CH:6]2. Product: [Cl:19][C:16]1[CH:15]=[CH:14][C:13]([N:3]2[CH:2]=[C:10]3[C:5]([CH:6]=[C:7]([F:12])[C:8]([F:11])=[CH:9]3)=[N:4]2)=[CH:18][CH:17]=1. The catalyst class is: 183. (4) Reactant: [CH2:1]([O:3][C:4](=[O:30])[CH2:5][O:6][C:7]1[CH:8]=[CH:9][C:10]2[CH2:16][CH2:15][CH2:14][CH:13]([NH:17][CH2:18][C@H:19]([OH:28])[CH2:20][O:21][C:22]3[CH:27]=[CH:26][CH:25]=[CH:24][CH:23]=3)[CH2:12][C:11]=2[CH:29]=1)[CH3:2].C(N(CC)CC)C.[C:38](O[C:38]([O:40][C:41]([CH3:44])([CH3:43])[CH3:42])=[O:39])([O:40][C:41]([CH3:44])([CH3:43])[CH3:42])=[O:39].C(=O)(O)[O-].[Na+]. Product: [CH2:1]([O:3][C:4](=[O:30])[CH2:5][O:6][C:7]1[CH:8]=[CH:9][C:10]2[CH2:16][CH2:15][CH2:14][CH:13]([N:17]([C:38]([O:40][C:41]([CH3:44])([CH3:43])[CH3:42])=[O:39])[CH2:18][C@H:19]([OH:28])[CH2:20][O:21][C:22]3[CH:23]=[CH:24][CH:25]=[CH:26][CH:27]=3)[CH2:12][C:11]=2[CH:29]=1)[CH3:2]. The catalyst class is: 7. (5) Reactant: [ClH:1].[OH:2][C@H:3]1[CH2:8][CH2:7][C@H:6]([NH:9][C:10]([C:12]2[CH:13]=[CH:14][C:15]([CH3:58])=[C:16]([C:18]3[CH:23]=[CH:22][C:21]([CH2:24][C@H:25]([NH:40][C:41]([C@H:43]4[CH2:48][CH2:47][C@H:46]([CH2:49][NH:50]C(=O)OC(C)(C)C)[CH2:45][CH2:44]4)=[O:42])[C:26](=[O:39])[NH:27][C:28]4[CH:33]=[CH:32][C:31]([C:34]5[N:35]=[N:36][NH:37][N:38]=5)=[CH:30][CH:29]=4)=[CH:20][CH:19]=3)[CH:17]=2)=[O:11])[CH2:5][CH2:4]1. Product: [ClH:1].[NH2:50][CH2:49][C@H:46]1[CH2:45][CH2:44][C@H:43]([C:41]([NH:40][C@H:25]([C:26](=[O:39])[NH:27][C:28]2[CH:29]=[CH:30][C:31]([C:34]3[N:35]=[N:36][NH:37][N:38]=3)=[CH:32][CH:33]=2)[CH2:24][C:21]2[CH:20]=[CH:19][C:18]([C:16]3[C:15]([CH3:58])=[CH:14][CH:13]=[C:12]([C:10]([NH:9][C@H:6]4[CH2:7][CH2:8][C@H:3]([OH:2])[CH2:4][CH2:5]4)=[O:11])[CH:17]=3)=[CH:23][CH:22]=2)=[O:42])[CH2:48][CH2:47]1. The catalyst class is: 12. (6) Reactant: [NH:1]1[CH2:6][CH2:5][NH:4][CH2:3][CH2:2]1.Cl[C:8]1[C:13]([C:14]([O:16][CH:17]([CH3:19])[CH3:18])=[O:15])=[C:12]([CH3:20])[CH:11]=[CH:10][N:9]=1. Product: [CH3:20][C:12]1[CH:11]=[CH:10][N:9]=[C:8]([N:1]2[CH2:6][CH2:5][NH:4][CH2:3][CH2:2]2)[C:13]=1[C:14]([O:16][CH:17]([CH3:19])[CH3:18])=[O:15]. The catalyst class is: 3. (7) Reactant: Br[C:2]1[C:7]([CH3:8])=[CH:6][C:5]([Br:9])=[CH:4][N:3]=1.C([Li])CCC.[C:15]([O:19][C:20]([N:22]1[CH2:28][CH2:27][CH2:26][C:25](=[O:29])[CH2:24][CH2:23]1)=[O:21])([CH3:18])([CH3:17])[CH3:16].[Cl-].[NH4+]. Product: [C:15]([O:19][C:20]([N:22]1[CH2:28][CH2:27][CH2:26][C:25]([C:2]2[C:7]([CH3:8])=[CH:6][C:5]([Br:9])=[CH:4][N:3]=2)([OH:29])[CH2:24][CH2:23]1)=[O:21])([CH3:18])([CH3:16])[CH3:17]. The catalyst class is: 345.